Dataset: Forward reaction prediction with 1.9M reactions from USPTO patents (1976-2016). Task: Predict the product of the given reaction. (1) Given the reactants [B:10]1([B:10]2[O:14][C:13]([CH3:16])([CH3:15])[C:12]([CH3:18])([CH3:17])[O:11]2)[O:14][C:13]([CH3:16])([CH3:15])[C:12]([CH3:18])([CH3:17])[O:11]1.C([O-])(=O)C.[K+].Cl[C:25]1[CH:26]=[C:27]([F:32])[C:28]([F:31])=[N:29][CH:30]=1, predict the reaction product. The product is: [F:31][C:28]1[C:27]([F:32])=[CH:26][C:25]([B:10]2[O:11][C:12]([CH3:17])([CH3:18])[C:13]([CH3:15])([CH3:16])[O:14]2)=[CH:30][N:29]=1. (2) Given the reactants [C:1](Cl)(Cl)=[O:2].C1(C)C=CC=CC=1.[CH3:12][O:13][C:14](=[O:28])[C@H:15]([NH2:27])[CH2:16][C:17]1[CH:18]=[C:19]2[C:23](=[CH:24][CH:25]=1)[NH:22][C:21](=[O:26])[CH2:20]2.[NH:29]1[CH2:34][CH2:33][CH:32]([N:35]2[CH2:44][C:43]3[C:38](=[CH:39][CH:40]=[CH:41][CH:42]=3)[NH:37][C:36]2=[O:45])[CH2:31][CH2:30]1, predict the reaction product. The product is: [CH3:12][O:13][C:14](=[O:28])[C@H:15]([NH:27][C:1]([N:29]1[CH2:30][CH2:31][CH:32]([N:35]2[CH2:44][C:43]3[C:38](=[CH:39][CH:40]=[CH:41][CH:42]=3)[NH:37][C:36]2=[O:45])[CH2:33][CH2:34]1)=[O:2])[CH2:16][C:17]1[CH:18]=[C:19]2[C:23](=[CH:24][CH:25]=1)[NH:22][C:21](=[O:26])[CH2:20]2. (3) Given the reactants Cl.[NH2:2][OH:3].[CH3:4][C:5]([O:8][C:9]([N:11]([CH2:19][C:20]1[CH:25]=[CH:24][CH:23]=[C:22]([C:26]#[N:27])[CH:21]=1)[C:12]([O:14][C:15]([CH3:18])([CH3:17])[CH3:16])=[O:13])=[O:10])([CH3:7])[CH3:6].C(N(CC)CC)C, predict the reaction product. The product is: [CH3:18][C:15]([O:14][C:12]([N:11]([CH2:19][C:20]1[CH:25]=[CH:24][CH:23]=[C:22]([CH:26]=[N:27][NH:2][OH:3])[CH:21]=1)[C:9]([O:8][C:5]([CH3:4])([CH3:6])[CH3:7])=[O:10])=[O:13])([CH3:16])[CH3:17].